This data is from Forward reaction prediction with 1.9M reactions from USPTO patents (1976-2016). The task is: Predict the product of the given reaction. (1) Given the reactants [CH3:1][N:2]1[CH2:7][CH2:6][CH2:5][CH2:4][CH:3]1[CH2:8][OH:9].C([C@](C(O)=O)(O)[C@](C(=O)C1C=CC=CC=1)(O)C(O)=O)(=O)C1C=CC=CC=1.Cl, predict the reaction product. The product is: [CH3:1][N:2]1[CH2:7][CH2:6][CH2:5][CH2:4][C@@H:3]1[CH2:8][OH:9]. (2) Given the reactants C/C(/CCC=C(C)C)=C\CN1C(=O)C(C)=CN([C@H]2C[C@@H](O)[C@@H](CO)O2)C1=O.N1C=CC=CC=1.COC1C=CC(C(Cl)(C2C=CC(OC)=CC=2)C2C=CC=CC=2)=CC=1.[CH3:58][O:59][C:60]1[CH:65]=[CH:64][C:63]([C:66]([C:105]2[CH:110]=[CH:109][C:108]([O:111][CH3:112])=[CH:107][CH:106]=2)([C:99]2[CH:104]=[CH:103][CH:102]=[CH:101][CH:100]=2)[O:67][CH2:68][C@H:69]2[O:73][C@@H:72]([N:74]3[CH:79]=[C:78]([CH3:80])[C:77](=[O:81])[N:76]([CH2:82]/[CH:83]=[C:84](\[CH3:96])/[CH2:85][CH2:86]/[CH:87]=[C:88](\[CH3:95])/[CH2:89]CC=C(C)C)[C:75]3=[O:97])[CH2:71][C@H:70]2[OH:98])=[CH:62][CH:61]=1, predict the reaction product. The product is: [CH3:112][O:111][C:108]1[CH:109]=[CH:110][C:105]([C:66]([C:63]2[CH:62]=[CH:61][C:60]([O:59][CH3:58])=[CH:65][CH:64]=2)([C:99]2[CH:104]=[CH:103][CH:102]=[CH:101][CH:100]=2)[O:67][CH2:68][C@H:69]2[O:73][C@@H:72]([N:74]3[CH:79]=[C:78]([CH3:80])[C:77](=[O:81])[N:76]([CH2:82]/[CH:83]=[C:84](\[CH3:96])/[CH2:85][CH2:86][CH:87]=[C:88]([CH3:95])[CH3:89])[C:75]3=[O:97])[CH2:71][C@H:70]2[OH:98])=[CH:106][CH:107]=1. (3) Given the reactants [NH:1]1[C:9]2[C:4](=[C:5]([C:10]3[N:11]=[C:12]([N:30]4[CH2:35][CH2:34][O:33][CH2:32][CH2:31]4)[C:13]4[CH:18]=[C:17]([CH2:19][N:20]5[CH2:25][CH2:24][N:23]([S:26]([CH3:29])(=[O:28])=[O:27])[CH2:22][CH2:21]5)[S:16][C:14]=4[N:15]=3)[CH:6]=[CH:7][CH:8]=2)[CH:3]=[N:2]1.ClC1N=C(N2CCOCC2)C2C=C(CN3CCN(S(C)(=O)=O)CC3)SC=2N=1.[O:63]1[CH2:68][CH2:67][CH2:66][CH2:65][CH:64]1N1C=C2C(C=CC=C2B2OC(C)(C)C(C)(C)O2)=N1.C1C=CC(P(C2C=CC=CC=2)C2C=CC=CC=2)=CC=1.C1C=CC(P(C2C=CC=CC=2)C2C=CC=CC=2)=CC=1.Cl[Pd:126]Cl, predict the reaction product. The product is: [CH3:29][S:26]([N:23]1[CH2:24][CH2:25][N:20]([CH2:19][C:17]2[S:16][C:14]3[N:15]=[C:10]([C:5]4[C:4]5[C:9]([CH:8]=[CH:7][CH:6]=4)=[N:1][N:2]([CH:64]4[CH2:65][CH2:66][CH2:67][CH2:68][O:63]4)[CH:3]=5)[N:11]=[C:12]([N:30]4[CH2:31][CH2:32][O:33][CH2:34][CH2:35]4)[C:13]=3[CH:18]=2)[CH2:21][CH2:22]1)(=[O:27])=[O:28].[Pd:126]. (4) Given the reactants Cl.[CH3:2][N:3](/[C:5](=[CH:9]\[CH3:10])/[C:6](O)=O)[CH3:4].[C:11](Cl)(=[O:15])[C:12]([Cl:14])=[O:13].[NH2:17][C:18]1[N:23]=[C:22]([NH:24][C:25]2[CH:30]=[C:29]([NH:31][C:32]3[CH:37]=[CH:36][C:35]([O:38][C:39]4[CH:44]=[CH:43][CH:42]=[CH:41][CH:40]=4)=[CH:34][CH:33]=3)[N:28]=[CH:27][N:26]=2)[CH:21]=[CH:20][CH:19]=1, predict the reaction product. The product is: [CH3:4][N:3]([CH2:5]/[CH:9]=[CH:10]/[C:12]([Cl:14])=[O:13])[CH3:2].[CH3:2][N:3]([CH3:4])[CH2:5]/[CH:6]=[CH:12]/[C:11]([NH:17][C:18]1[CH:19]=[CH:20][CH:21]=[C:22]([NH:24][C:25]2[CH:30]=[C:29]([NH:31][C:32]3[CH:37]=[CH:36][C:35]([O:38][C:39]4[CH:40]=[CH:41][CH:42]=[CH:43][CH:44]=4)=[CH:34][CH:33]=3)[N:28]=[CH:27][N:26]=2)[N:23]=1)=[O:15]. (5) Given the reactants [OH:1][C@H:2]1[CH2:7][CH2:6][C@H:5]([N:8]2[C:13](=[O:14])[C:12]([CH2:15][C:16]3[CH:21]=[CH:20][C:19]([C:22]4[C:23]([C:28]#[N:29])=[CH:24][CH:25]=[CH:26][CH:27]=4)=[CH:18][CH:17]=3)=[C:11]([CH2:30][CH2:31][CH3:32])[N:10]3[N:33]=[CH:34][CH:35]=[C:9]23)[CH2:4][CH2:3]1.N1C=CN=C1.[C:41]([Si:45](Cl)([CH3:47])[CH3:46])([CH3:44])([CH3:43])[CH3:42].C(=O)([O-])O.[Na+], predict the reaction product. The product is: [Si:45]([O:1][C@H:2]1[CH2:3][CH2:4][C@H:5]([N:8]2[C:13](=[O:14])[C:12]([CH2:15][C:16]3[CH:21]=[CH:20][C:19]([C:22]4[C:23]([C:28]#[N:29])=[CH:24][CH:25]=[CH:26][CH:27]=4)=[CH:18][CH:17]=3)=[C:11]([CH2:30][CH2:31][CH3:32])[N:10]3[N:33]=[CH:34][CH:35]=[C:9]23)[CH2:6][CH2:7]1)([C:41]([CH3:44])([CH3:43])[CH3:42])([CH3:47])[CH3:46]. (6) Given the reactants C(OC([NH:8][C:9]1[O:17][C:16]2[C:11](=[N:12][CH:13]=[C:14]([CH3:18])[CH:15]=2)[C:10]=1[C:19]([NH:21][C:22]1[CH:23]=[N:24][CH:25]=[CH:26][C:27]=1[N:28]1[CH2:33][C@H:32]([C:34]([F:37])([F:36])[F:35])[CH2:31][C@H:30]([NH:38]C(=O)OC(C)(C)C)[CH2:29]1)=[O:20])=O)(C)(C)C.Cl.O1CCOCC1, predict the reaction product. The product is: [NH2:8][C:9]1[O:17][C:16]2[C:11](=[N:12][CH:13]=[C:14]([CH3:18])[CH:15]=2)[C:10]=1[C:19]([NH:21][C:22]1[CH:23]=[N:24][CH:25]=[CH:26][C:27]=1[N:28]1[CH2:33][C@H:32]([C:34]([F:37])([F:36])[F:35])[CH2:31][C@H:30]([NH2:38])[CH2:29]1)=[O:20]. (7) Given the reactants [Cl:1][C:2]1[CH:3]=[C:4]([CH:8]=[CH:9][C:10]=1[C:11]([N:13]1[CH2:17][CH2:16][CH2:15][CH2:14]1)=[O:12])[C:5]([OH:7])=O.CN(C(ON1N=NC2C=CC=CC1=2)=[N+](C)C)C.[B-](F)(F)(F)F.C(N(C(C)C)CC)(C)C.[Cl:49][C:50]1[CH:64]=[CH:63][C:53]2[NH:54][C:55]([C@@H:57]([NH2:62])[CH2:58][S:59][CH2:60][CH3:61])=[N:56][C:52]=2[CH:51]=1.ClCl, predict the reaction product. The product is: [Cl:1][C:2]1[CH:3]=[C:4]([CH:8]=[CH:9][C:10]=1[C:11]([N:13]1[CH2:17][CH2:16][CH2:15][CH2:14]1)=[O:12])[C:5]([NH:62][C@H:57]([C:55]1[NH:54][C:53]2[CH:63]=[CH:64][C:50]([Cl:49])=[CH:51][C:52]=2[N:56]=1)[CH2:58][S:59][CH2:60][CH3:61])=[O:7]. (8) Given the reactants [CH2:1]([O:8][C:9]([N:11]1[CH2:16][CH2:15][CH:14]([C@H:17]2[CH2:19][C@H:18]2[CH2:20][CH2:21][O:22][C:23]2[C:28]([F:29])=[CH:27][C:26]([CH2:30][C:31](O)=[O:32])=[C:25]([F:34])[CH:24]=2)[CH2:13][CH2:12]1)=[O:10])[C:2]1[CH:7]=[CH:6][CH:5]=[CH:4][CH:3]=1.[CH3:35][NH:36][CH3:37].C(N(CC)C(C)C)(C)C.CN(C(ON1N=NC2C=CC=NC1=2)=[N+](C)C)C.F[P-](F)(F)(F)(F)F, predict the reaction product. The product is: [CH3:35][N:36]([CH3:37])[C:31](=[O:32])[CH2:30][C:26]1[C:25]([F:34])=[CH:24][C:23]([O:22][CH2:21][CH2:20][C@@H:18]2[CH2:19][C@@H:17]2[CH:14]2[CH2:15][CH2:16][N:11]([C:9]([O:8][CH2:1][C:2]3[CH:7]=[CH:6][CH:5]=[CH:4][CH:3]=3)=[O:10])[CH2:12][CH2:13]2)=[C:28]([F:29])[CH:27]=1. (9) Given the reactants [Cl:1][C:2]1[CH:3]=[C:4]([S:9][C:10]2[C:11]([C:20]([O:22][CH2:23][CH3:24])=[O:21])=[N:12][N:13]([CH2:17][CH2:18][OH:19])[C:14]=2[CH2:15][CH3:16])[CH:5]=[C:6]([Cl:8])[CH:7]=1.N1C=CN=C1.[C:30]([Si:34]([CH3:37])([CH3:36])Cl)([CH3:33])([CH3:32])[CH3:31], predict the reaction product. The product is: [Si:34]([O:19][CH2:18][CH2:17][N:13]1[C:14]([CH2:15][CH3:16])=[C:10]([S:9][C:4]2[CH:3]=[C:2]([Cl:1])[CH:7]=[C:6]([Cl:8])[CH:5]=2)[C:11]([C:20]([O:22][CH2:23][CH3:24])=[O:21])=[N:12]1)([C:30]([CH3:33])([CH3:32])[CH3:31])([CH3:37])[CH3:36].